From a dataset of Forward reaction prediction with 1.9M reactions from USPTO patents (1976-2016). Predict the product of the given reaction. Given the reactants [OH:1][C:2]([C:32]1[CH:37]=[CH:36][CH:35]=[CH:34][CH:33]=1)([C:26]1[CH:31]=[CH:30][CH:29]=[CH:28][CH:27]=1)[CH:3]1[CH2:8][CH2:7][N:6]([CH2:9][CH2:10][CH2:11][CH:12]([C:14]2[CH:19]=[CH:18][C:17]([C:20]([CH3:25])([CH3:24])[C:21]([OH:23])=[O:22])=[CH:16][CH:15]=2)[OH:13])[CH2:5][CH2:4]1.O.C1(C)C=CC(C(C(C(O)=O)(O)C(C(C2C=CC(C)=CC=2)=O)(O)C(O)=O)=O)=CC=1, predict the reaction product. The product is: [OH:1][C:2]([C:32]1[CH:33]=[CH:34][CH:35]=[CH:36][CH:37]=1)([C:26]1[CH:27]=[CH:28][CH:29]=[CH:30][CH:31]=1)[CH:3]1[CH2:8][CH2:7][N:6]([CH2:9][CH2:10][CH2:11][C@H:12]([C:14]2[CH:19]=[CH:18][C:17]([C:20]([CH3:25])([CH3:24])[C:21]([OH:23])=[O:22])=[CH:16][CH:15]=2)[OH:13])[CH2:5][CH2:4]1.